From a dataset of Reaction yield outcomes from USPTO patents with 853,638 reactions. Predict the reaction yield, written as a fraction of the theoretical maximum amount of product (1.0 means a 100% yield; for example, 0.34 means a 34% yield). (1) The yield is 0.530. The reactants are [NH2:1][C@@H:2]([C:10]([OH:12])=[O:11])[CH2:3][C:4]1[CH:9]=[CH:8][CH:7]=[CH:6][CH:5]=1.C(=O)(O)[O-].[Na+].[Cl:18][C:19]1[CH:24]=[CH:23][C:22]([S:25](Cl)(=[O:27])=[O:26])=[CH:21][CH:20]=1. The product is [Cl:18][C:19]1[CH:24]=[CH:23][C:22]([S:25]([NH:1][C@@H:2]([C:10]([OH:12])=[O:11])[CH2:3][C:4]2[CH:9]=[CH:8][CH:7]=[CH:6][CH:5]=2)(=[O:27])=[O:26])=[CH:21][CH:20]=1. The catalyst is O. (2) The reactants are C[O:2][C:3](=[O:37])[CH2:4][CH2:5][C:6]1[CH:11]=[CH:10][C:9]([S:12]([NH:15][C:16]2[C:25]([NH:26][C:27]3[CH:32]=[C:31]([O:33][CH3:34])[CH:30]=[C:29]([O:35][CH3:36])[CH:28]=3)=[N:24][C:23]3[C:18](=[CH:19][CH:20]=[CH:21][CH:22]=3)[N:17]=2)(=[O:14])=[O:13])=[CH:8][CH:7]=1.O.[OH-].[Li+].O.Cl. The catalyst is C1COCC1. The product is [CH3:36][O:35][C:29]1[CH:28]=[C:27]([NH:26][C:25]2[C:16]([NH:15][S:12]([C:9]3[CH:10]=[CH:11][C:6]([CH2:5][CH2:4][C:3]([OH:37])=[O:2])=[CH:7][CH:8]=3)(=[O:14])=[O:13])=[N:17][C:18]3[C:23]([N:24]=2)=[CH:22][CH:21]=[CH:20][CH:19]=3)[CH:32]=[C:31]([O:33][CH3:34])[CH:30]=1. The yield is 0.780. (3) The reactants are [C:1]1([C:10]2[CH:15]=[CH:14][CH:13]=[CH:12][CH:11]=2)[CH:6]=[CH:5][CH:4]=[C:3]([C:7](O)=[O:8])[CH:2]=1.[H-].[H-].[H-].[H-].[Li+].[Al+3].O.[OH-].[Na+]. The catalyst is C1COCC1. The product is [C:1]1([C:10]2[CH:15]=[CH:14][CH:13]=[CH:12][CH:11]=2)[CH:6]=[CH:5][CH:4]=[C:3]([CH2:7][OH:8])[CH:2]=1. The yield is 0.950.